From a dataset of Reaction yield outcomes from USPTO patents with 853,638 reactions. Predict the reaction yield, written as a fraction of the theoretical maximum amount of product (1.0 means a 100% yield; for example, 0.34 means a 34% yield). The reactants are [Br:1][C:2]1[CH:3]=[C:4]([N+:13]([O-:15])=[O:14])[C:5]2[N:9]=[C:8]([CH2:10][Cl:11])[NH:7][C:6]=2[CH:12]=1.S(OC)(OC)(=O)=O.C(=O)([O-])[O-].[K+].[K+].O.[CH3:30][C:31](C)=O. No catalyst specified. The product is [Br:1][C:2]1[CH:3]=[C:4]([N+:13]([O-:15])=[O:14])[C:5]2[N:9]=[C:8]([CH2:10][Cl:11])[N:7]([CH2:30][CH3:31])[C:6]=2[CH:12]=1. The yield is 0.630.